From a dataset of Catalyst prediction with 721,799 reactions and 888 catalyst types from USPTO. Predict which catalyst facilitates the given reaction. (1) Reactant: [C:1]1([C:7]2[CH:8]=[C:9]3[C:13](=[CH:14][CH:15]=2)[NH:12][C:11]([CH2:16][OH:17])=[CH:10]3)[CH:6]=[CH:5][CH:4]=[CH:3][CH:2]=1.[N-:18]=[C:19]=[O:20].[CH3:21][O:22][C:23](=[O:33])[C@H:24]([CH2:26][C:27]1[CH:32]=[CH:31][CH:30]=[CH:29][CH:28]=1)N.C1COCC1. Product: [CH3:21][O:22][C:23](=[O:33])[C@H:24]([NH:18][C:19]([O:17][CH2:16][C:11]1[NH:12][C:13]2[C:9]([CH:10]=1)=[CH:8][C:7]([C:1]1[CH:2]=[CH:3][CH:4]=[CH:5][CH:6]=1)=[CH:15][CH:14]=2)=[O:20])[CH2:26][C:27]1[CH:28]=[CH:29][CH:30]=[CH:31][CH:32]=1. The catalyst class is: 66. (2) Reactant: [CH3:1][N:2]1[CH:6]=[CH:5][CH:4]=[C:3]1[C:7]([O:9][CH3:10])=[O:8].[Br:11]N1C(=O)CCC1=O. Product: [Br:11][C:6]1[N:2]([CH3:1])[C:3]([C:7]([O:9][CH3:10])=[O:8])=[CH:4][CH:5]=1. The catalyst class is: 2.